This data is from Full USPTO retrosynthesis dataset with 1.9M reactions from patents (1976-2016). The task is: Predict the reactants needed to synthesize the given product. (1) Given the product [Br:1][C:2]1[C:10]2[N:9]=[C:8]3[N:11]([C:15]4[CH:20]=[CH:19][C:18]([O:21][CH3:22])=[CH:17][C:16]=4[CH3:23])[CH2:12][CH2:13][CH2:14][N:7]3[C:6]=2[C:5]([CH:24]([OH:25])[C:28]([F:31])([F:30])[F:29])=[CH:4][CH:3]=1, predict the reactants needed to synthesize it. The reactants are: [Br:1][C:2]1[CH:3]=[CH:4][C:5]([CH:24]=[O:25])=[C:6]2[C:10]=1[N:9]=[C:8]1[N:11]([C:15]3[CH:20]=[CH:19][C:18]([O:21][CH3:22])=[CH:17][C:16]=3[CH3:23])[CH2:12][CH2:13][CH2:14][N:7]21.C[Si](C)(C)[C:28]([F:31])([F:30])[F:29].[F-].C([N+](CCCC)(CCCC)CCCC)CCC.Cl. (2) Given the product [CH3:1][S:2]([C:5]1[CH:6]=[C:7]([C:11]2[N:16]3[N:17]=[C:18]([NH:20][C:21]4[CH:22]=[CH:23][C:24]([CH2:25][OH:26])=[CH:27][CH:28]=4)[N:19]=[C:15]3[CH:14]=[CH:13][CH:12]=2)[CH:8]=[CH:9][CH:10]=1)(=[O:4])=[O:3], predict the reactants needed to synthesize it. The reactants are: [CH3:1][S:2]([C:5]1[CH:6]=[C:7]([C:11]2[N:16]3[N:17]=[C:18]([NH:20][C:21]4[CH:28]=[CH:27][C:24]([CH:25]=[O:26])=[CH:23][CH:22]=4)[N:19]=[C:15]3[CH:14]=[CH:13][CH:12]=2)[CH:8]=[CH:9][CH:10]=1)(=[O:4])=[O:3].[BH4-].[Na+]. (3) Given the product [Br:19][C:20]1[CH:25]=[CH:24][C:23]([C:26]([OH:31])([C:36]([F:39])([F:38])[F:37])[C:27]([F:30])([F:28])[F:29])=[C:22]([Cl:32])[C:21]=1[F:33], predict the reactants needed to synthesize it. The reactants are: [F-].C([N+](CCCC)(CCCC)CCCC)CCC.[Br:19][C:20]1[CH:25]=[CH:24][C:23]([C:26](=[O:31])[C:27]([F:30])([F:29])[F:28])=[C:22]([Cl:32])[C:21]=1[F:33].C[Si](C)(C)[C:36]([F:39])([F:38])[F:37].C1COCC1. (4) Given the product [C:98]1([CH:97]([C:104]2[CH:105]=[CH:106][CH:107]=[CH:108][CH:109]=2)[CH2:96][NH:95][C:68]2[N:67]=[C:66]([N:63]3[CH2:64][CH2:65][C@@H:61]([NH:60][C:117]([NH:118][CH2:119][C:120]4[CH:125]=[CH:124][CH:123]=[C:122]([OH:126])[CH:121]=4)=[O:127])[CH2:62]3)[N:74]=[C:73]3[C:69]=2[N:70]=[CH:71][N:72]3[C@@H:75]2[CH2:79][C@H:78]([NH:80][C:81](=[O:92])[CH2:2][CH2:1][OH:8])[C@@H:77]([OH:93])[C@H:76]2[OH:94])[CH:99]=[CH:100][CH:101]=[CH:102][CH:103]=1, predict the reactants needed to synthesize it. The reactants are: [CH2:1]([O:8][C@H](C)C(N[C@H]1C[C@@H](N2C=NC3C2=NC(N2CC[C@@H](NC(NC4C=NC=CC=4)=O)C2)=NC=3NCC(C2C=CC=CC=2)C2C=CC=CC=2)[C@H](O)[C@@H]1O)=O)[C:2]1C=CC=CC=1.[NH2:60][C@@H:61]1[CH2:65][CH2:64][N:63]([C:66]2[N:74]=[C:73]3[C:69]([N:70]=[CH:71][N:72]3[C@@H:75]3[CH2:79][C@H:78]([NH:80][C:81](=[O:92])[C@H](OCC4C=CC=CC=4)C)[C@@H:77]([OH:93])[C@H:76]3[OH:94])=[C:68]([NH:95][CH2:96][CH:97]([C:104]3[CH:109]=[CH:108][CH:107]=[CH:106][CH:105]=3)[C:98]3[CH:103]=[CH:102][CH:101]=[CH:100][CH:99]=3)[N:67]=2)[CH2:62]1.C1(O[C:117](=[O:127])[NH:118][CH2:119][C:120]2[CH:125]=[CH:124][CH:123]=[C:122]([OH:126])[CH:121]=2)C=CC=CC=1.C1(OC(=O)NC2C=NC=CC=2)C=CC=CC=1. (5) Given the product [F:78][C:79]1[CH:87]=[CH:86][CH:85]=[C:84]([F:88])[C:80]=1[C:81]([NH:83][C:2]1[CH:7]=[CH:6][CH:5]=[C:4]([C:8]2[C:20]([C:21]3[C:26]([F:27])=[CH:25][N:24]=[C:23]([NH:28][C:29]4[CH:34]=[CH:33][CH:32]=[C:31]([F:35])[CH:30]=4)[N:22]=3)=[C:11]3[CH:12]=[CH:13][C:14]([C:16]([F:19])([F:18])[F:17])=[CH:15][N:10]3[N:9]=2)[CH:3]=1)=[O:82], predict the reactants needed to synthesize it. The reactants are: Br[C:2]1[CH:3]=[C:4]([C:8]2[C:20]([C:21]3[C:26]([F:27])=[CH:25][N:24]=[C:23]([NH:28][C:29]4[CH:34]=[CH:33][CH:32]=[C:31]([F:35])[CH:30]=4)[N:22]=3)=[C:11]3[CH:12]=[CH:13][C:14]([C:16]([F:19])([F:18])[F:17])=[CH:15][N:10]3[N:9]=2)[CH:5]=[CH:6][CH:7]=1.CC1(C)C2C(=C(P(C3C=CC=CC=3)C3C=CC=CC=3)C=CC=2)OC2C(P(C3C=CC=CC=3)C3C=CC=CC=3)=CC=CC1=2.[F:78][C:79]1[CH:87]=[CH:86][CH:85]=[C:84]([F:88])[C:80]=1[C:81]([NH2:83])=[O:82].C([O-])([O-])=O.[Cs+].[Cs+].